Dataset: NCI-60 drug combinations with 297,098 pairs across 59 cell lines. Task: Regression. Given two drug SMILES strings and cell line genomic features, predict the synergy score measuring deviation from expected non-interaction effect. Drug 1: CC(C1=C(C=CC(=C1Cl)F)Cl)OC2=C(N=CC(=C2)C3=CN(N=C3)C4CCNCC4)N. Drug 2: C1=CN(C(=O)N=C1N)C2C(C(C(O2)CO)O)O.Cl. Cell line: MDA-MB-231. Synergy scores: CSS=26.6, Synergy_ZIP=-7.35, Synergy_Bliss=-0.679, Synergy_Loewe=-5.93, Synergy_HSA=1.65.